From a dataset of Catalyst prediction with 721,799 reactions and 888 catalyst types from USPTO. Predict which catalyst facilitates the given reaction. (1) Reactant: [F:1][C:2]1[C:7]([OH:8])=[CH:6][CH:5]=[CH:4][C:3]=1[C:9](=[O:11])[CH3:10].[CH3:12][Mg]Br.Cl. Product: [F:1][C:2]1[C:3]([C:9]([OH:11])([CH3:12])[CH3:10])=[CH:4][CH:5]=[CH:6][C:7]=1[OH:8]. The catalyst class is: 305. (2) Reactant: [NH2:1][C:2]1[C:7]([F:8])=[C:6]([C:9]2[CH:14]=[CH:13][C:12]([O:15][CH:16]([F:18])[F:17])=[C:11]([F:19])[CH:10]=2)[N:5]=[C:4]([C:20]([O:22]C)=[O:21])[C:3]=1[Cl:24].[OH-].[Na+]. Product: [NH2:1][C:2]1[C:7]([F:8])=[C:6]([C:9]2[CH:14]=[CH:13][C:12]([O:15][CH:16]([F:18])[F:17])=[C:11]([F:19])[CH:10]=2)[N:5]=[C:4]([C:20]([OH:22])=[O:21])[C:3]=1[Cl:24]. The catalyst class is: 5. (3) Reactant: [CH2:1]([C@@H:8]1[CH2:13][NH:12][CH2:11][CH2:10][N:9]1[C:14]([C:16]1[N:17]=[CH:18][N:19]([C@@H:27]2[CH2:32][CH2:31][CH2:30][CH2:29][C@:28]2([CH2:34][O:35][CH3:36])[OH:33])[C:20]=1[C:21]1[CH:26]=[CH:25][CH:24]=[CH:23][CH:22]=1)=[O:15])[C:2]1[CH:7]=[CH:6][CH:5]=[CH:4][CH:3]=1.Cl[CH2:38][C:39]1[O:40][C:41](=[O:45])[O:42][C:43]=1[CH3:44].C(=O)([O-])O.[K+].C(=O)([O-])O.[Na+]. Product: [CH2:1]([C@H:8]1[N:9]([C:14]([C:16]2[N:17]=[CH:18][N:19]([C@@H:27]3[CH2:32][CH2:31][CH2:30][CH2:29][C@@:28]3([OH:33])[CH2:34][O:35][CH3:36])[C:20]=2[C:21]2[CH:22]=[CH:23][CH:24]=[CH:25][CH:26]=2)=[O:15])[CH2:10][CH2:11][N:12]([CH2:38][C:39]2[O:40][C:41](=[O:45])[O:42][C:43]=2[CH3:44])[CH2:13]1)[C:2]1[CH:7]=[CH:6][CH:5]=[CH:4][CH:3]=1. The catalyst class is: 3.